Dataset: hERG Central: cardiac toxicity at 1µM, 10µM, and general inhibition. Task: Predict hERG channel inhibition at various concentrations. (1) The compound is O=C(Nc1c2c(nn1-c1cccc(Cl)c1)CS(=O)(=O)C2)C1CC1. Results: hERG_inhib (hERG inhibition (general)): blocker. (2) The molecule is COC(=O)C(C)Sc1ccc2nnc(-c3cccc(F)c3)n2n1. Results: hERG_inhib (hERG inhibition (general)): blocker. (3) The compound is CC(C)CC(c1nnnn1Cc1ccccc1)N1CCN(C(=O)c2ccco2)CC1. Results: hERG_inhib (hERG inhibition (general)): blocker. (4) The compound is Cc1c(CN2CCC(CO)(CCOc3ccccc3)CC2)[nH]c2c(Cl)cccc12. Results: hERG_inhib (hERG inhibition (general)): blocker.